This data is from Forward reaction prediction with 1.9M reactions from USPTO patents (1976-2016). The task is: Predict the product of the given reaction. (1) Given the reactants O[Li].[OH2:3].Br[CH:5]1[CH2:10][CH2:9][CH2:8][CH:7]=[CH:6]1.[OH2:11], predict the reaction product. The product is: [CH2:10]1[CH2:9][CH2:8][CH2:7][CH:6]=[CH:5]1.[C:9]1(=[O:11])[CH2:8][CH2:7][C:5](=[O:3])[CH2:10]1. (2) Given the reactants [Cl:1][C:2]1[CH:3]=[C:4]2[C:9](=[CH:10][C:11]=1[CH3:12])[NH:8][C:7](=[O:13])[CH:6]=[CH:5]2.Cl[C:15]1C(C)=C2C(=CC=1)NC(=O)C=C2.C([O-])([O-])=O.[Cs+].[Cs+].IC, predict the reaction product. The product is: [Cl:1][C:2]1[CH:3]=[C:4]2[C:9](=[CH:10][C:11]=1[CH3:12])[N:8]([CH3:15])[C:7](=[O:13])[CH:6]=[CH:5]2. (3) Given the reactants [I-].C([O:5][CH2:6][CH2:7][C:8]1[CH:13]=[CH:12][C:11]([S+:14]2[C:18]3[CH:19]=[CH:20][CH:21]=[CH:22][C:17]=3[C:16]3[CH:23]=[CH:24][CH:25]=[CH:26][C:15]2=3)=[CH:10][CH:9]=1)(=O)C.[OH-].C[N+](C)(C)C.[CH:33]([C:36]1[CH:41]=[CH:40][C:39]([S:42]([OH:45])(=[O:44])=[O:43])=[C:38]([CH:46]([CH3:48])[CH3:47])[C:37]=1C(C)C)([CH3:35])[CH3:34], predict the reaction product. The product is: [CH:7]([C:40]1[CH:41]=[C:36]([CH:33]([CH3:35])[CH3:34])[CH:37]=[C:38]([CH:46]([CH3:47])[CH3:48])[C:39]=1[S:42]([O-:45])(=[O:44])=[O:43])([CH3:8])[CH3:6].[OH:5][CH2:6][CH2:7][C:8]1[CH:9]=[CH:10][C:11]([S+:14]2[C:15]3[CH:26]=[CH:25][CH:24]=[CH:23][C:16]=3[C:17]3[CH:22]=[CH:21][CH:20]=[CH:19][C:18]2=3)=[CH:12][CH:13]=1. (4) Given the reactants C[O:2][C:3]1[CH:4]=[CH:5][CH:6]=[C:7]2[C:12]=1[N:11]=[C:10]([NH:13][C@H:14]1[CH2:19][CH2:18][C@H:17]([OH:20])[CH2:16][CH2:15]1)[N:9]=[CH:8]2.C([S-])C.[Na+], predict the reaction product. The product is: [OH:20][C@H:17]1[CH2:16][CH2:15][C@H:14]([NH:13][C:10]2[N:9]=[CH:8][C:7]3[C:12](=[C:3]([OH:2])[CH:4]=[CH:5][CH:6]=3)[N:11]=2)[CH2:19][CH2:18]1. (5) Given the reactants C([O:8][C:9]1[N:14]=[C:13]2[S:15][C:16]([NH:18][C:19]3[NH:20][CH2:21][C:22]4([CH2:28][N:27]5[CH2:29][CH2:30][CH:24]4[CH2:25][CH2:26]5)[N:23]=3)=[N:17][C:12]2=[CH:11][CH:10]=1)C1C=CC=CC=1.FC(F)(F)C(O)=O, predict the reaction product. The product is: [NH:20]1[CH2:21][C:22]2([CH2:28][N:27]3[CH2:26][CH2:25][CH:24]2[CH2:30][CH2:29]3)[N:23]=[C:19]1[NH:18][C:16]1[S:15][C:13]2[NH:14][C:9](=[O:8])[CH:10]=[CH:11][C:12]=2[N:17]=1. (6) Given the reactants [O-:1]S([O-])(=O)=O.[Na+].[Na+].C1C=C(Cl)C=C(C(OO)=O)C=1.[CH2:19]([O:21][C:22]([C:24]1[C:25]([C:32]2[CH:37]=[CH:36][CH:35]=[CH:34][C:33]=2[F:38])=[N:26][C:27]([S:30][CH3:31])=[N:28][CH:29]=1)=[O:23])[CH3:20].C([O-])(O)=O.[Na+], predict the reaction product. The product is: [CH2:19]([O:21][C:22]([C:24]1[C:25]([C:32]2[CH:37]=[CH:36][CH:35]=[CH:34][C:33]=2[F:38])=[N:26][C:27]([S:30]([CH3:31])=[O:1])=[N:28][CH:29]=1)=[O:23])[CH3:20].